This data is from Full USPTO retrosynthesis dataset with 1.9M reactions from patents (1976-2016). The task is: Predict the reactants needed to synthesize the given product. (1) Given the product [CH2:1]([O:3][C:4]([C:6]1[C:7]([O:26][C:27](=[O:29])[CH3:28])=[C:8]2[C:16]([Cl:37])=[CH:15][N:14]([CH2:17][C:18]3[CH:23]=[CH:22][CH:21]=[C:20]([O:24][CH3:25])[CH:19]=3)[C:9]2=[C:10]([C:12]#[N:13])[N:11]=1)=[O:5])[CH3:2], predict the reactants needed to synthesize it. The reactants are: [CH2:1]([O:3][C:4]([C:6]1[C:7]([O:26][C:27](=[O:29])[CH3:28])=[C:8]2[CH:16]=[CH:15][N:14]([CH2:17][C:18]3[CH:23]=[CH:22][CH:21]=[C:20]([O:24][CH3:25])[CH:19]=3)[C:9]2=[C:10]([C:12]#[N:13])[N:11]=1)=[O:5])[CH3:2].C1C(=O)N([Cl:37])C(=O)C1. (2) Given the product [F:38][C:35]1[CH:36]=[CH:37][C:32]([C:9]2[CH:14]=[CH:13][C:12]([C:15]3([NH:18][C:19](=[O:29])[O:20][C@H:21]4[CH:26]5[CH2:27][CH2:28][N:23]([CH2:24][CH2:25]5)[CH2:22]4)[CH2:16][CH2:17]3)=[CH:11][CH:10]=2)=[N:33][CH:34]=1, predict the reactants needed to synthesize it. The reactants are: CC1(C)C(C)(C)OB([C:9]2[CH:14]=[CH:13][C:12]([C:15]3([NH:18][C:19](=[O:29])[O:20][C@H:21]4[CH:26]5[CH2:27][CH2:28][N:23]([CH2:24][CH2:25]5)[CH2:22]4)[CH2:17][CH2:16]3)=[CH:11][CH:10]=2)O1.Br[C:32]1[CH:37]=[CH:36][C:35]([F:38])=[CH:34][N:33]=1. (3) Given the product [ClH:25].[N+:1]([C:4]1[CH:24]=[CH:23][C:7]2[CH2:8][CH2:9][NH:10][CH2:11][CH2:12][C:6]=2[CH:5]=1)([O-:3])=[O:2], predict the reactants needed to synthesize it. The reactants are: [N+:1]([C:4]1[CH:24]=[CH:23][C:7]2[CH2:8][CH2:9][N:10](C(OCC3C=CC=CC=3)=O)[CH2:11][CH2:12][C:6]=2[CH:5]=1)([O-:3])=[O:2].[ClH:25]. (4) Given the product [CH:10]([C:13]1[N:14]([O:27][CH3:28])[C:15]2[C:24]3[CH:23]=[CH:22][CH:21]=[CH:20][C:19]=3[N:18]=[C:17]([NH2:5])[C:16]=2[N:26]=1)([CH3:12])[CH3:11], predict the reactants needed to synthesize it. The reactants are: ClC(Cl)(Cl)C([N:5]=C=O)=O.[CH:10]([C:13]1[N:14]([O:27][CH3:28])[C:15]2[C:24]3[CH:23]=[CH:22][CH:21]=[CH:20][C:19]=3[N+:18]([O-])=[CH:17][C:16]=2[N:26]=1)([CH3:12])[CH3:11].CO. (5) Given the product [F:9][C:8]([F:11])([F:10])[CH2:7][O:12][C:14]1[CH:19]=[CH:18][C:17]([S:20][C:21]([C:22]2[CH:23]=[CH:24][CH:25]=[CH:26][CH:27]=2)([C:28]2[CH:33]=[CH:32][CH:31]=[CH:30][CH:29]=2)[C:34]2[CH:39]=[CH:38][CH:37]=[CH:36][CH:35]=2)=[C:16]([C:40]([F:43])([F:42])[F:41])[CH:15]=1, predict the reactants needed to synthesize it. The reactants are: CC(C)([O-])C.[K+].[CH2:7]([OH:12])[C:8]([F:11])([F:10])[F:9].F[C:14]1[CH:19]=[CH:18][C:17]([S:20][C:21]([C:34]2[CH:39]=[CH:38][CH:37]=[CH:36][CH:35]=2)([C:28]2[CH:33]=[CH:32][CH:31]=[CH:30][CH:29]=2)[C:22]2[CH:27]=[CH:26][CH:25]=[CH:24][CH:23]=2)=[C:16]([C:40]([F:43])([F:42])[F:41])[CH:15]=1.[Cl-].[Na+]. (6) Given the product [F:14][C:9]1([F:15])[CH2:8][N:7]([CH2:16][CH2:17][O:18][C:19]2[CH:24]=[CH:23][CH:22]=[CH:21][CH:20]=2)[C:6]2[N:25]=[C:2]([NH:26][C:27]3[CH:42]=[CH:41][C:30]([C:31]([NH:33][CH:34]4[CH2:35][CH2:36][N:37]([CH3:40])[CH2:38][CH2:39]4)=[O:32])=[CH:29][C:28]=3[O:43][CH3:44])[N:3]=[CH:4][C:5]=2[N:11]([CH3:12])[C:10]1=[O:13], predict the reactants needed to synthesize it. The reactants are: Cl[C:2]1[N:3]=[CH:4][C:5]2[N:11]([CH3:12])[C:10](=[O:13])[C:9]([F:15])([F:14])[CH2:8][N:7]([CH2:16][CH2:17][O:18][C:19]3[CH:24]=[CH:23][CH:22]=[CH:21][CH:20]=3)[C:6]=2[N:25]=1.[NH2:26][C:27]1[CH:42]=[CH:41][C:30]([C:31]([NH:33][CH:34]2[CH2:39][CH2:38][N:37]([CH3:40])[CH2:36][CH2:35]2)=[O:32])=[CH:29][C:28]=1[O:43][CH3:44].O.C1(C)C=CC(S(O)(=O)=O)=CC=1.C(=O)([O-])[O-].[Na+].[Na+]. (7) The reactants are: [CH:1]1[C:2](=[O:16])[CH:3]=[CH:4][C:5]2=[N:6][C:7]3[CH:15]=[CH:14][CH:13]=[CH:12][C:8]=3[CH:9]=[CH:10][C:11]=12.[O-]S(S([O-])=O)=O.[Na+].[Na+]. Given the product [CH:1]1[C:11]2[CH:10]=[CH:9][C:8]3[CH:12]=[CH:13][CH:14]=[CH:15][C:7]=3[NH:6][C:5]=2[CH:4]=[CH:3][C:2]=1[OH:16], predict the reactants needed to synthesize it.